This data is from Forward reaction prediction with 1.9M reactions from USPTO patents (1976-2016). The task is: Predict the product of the given reaction. (1) Given the reactants [CH2:1]([O:3][C:4](=[O:15])[C:5]1[CH:10]=[CH:9][CH:8]=[C:7]([N+:11]([O-:13])=[O:12])[C:6]=1Cl)[CH3:2].[CH:16]1([NH2:22])[CH2:21][CH2:20][CH2:19][CH2:18][CH2:17]1, predict the reaction product. The product is: [CH2:1]([O:3][C:4](=[O:15])[C:5]1[CH:10]=[CH:9][CH:8]=[C:7]([N+:11]([O-:13])=[O:12])[C:6]=1[NH:22][CH:16]1[CH2:21][CH2:20][CH2:19][CH2:18][CH2:17]1)[CH3:2]. (2) Given the reactants [CH3:1][NH:2][C:3](=[S:6])[NH:4][NH2:5].[C:7](O)(=O)[C:8]1[CH:13]=[CH:12][CH:11]=[N:10][CH:9]=1.CCN=C=NCCCN(C)C.C1C=CC2N(O)N=NC=2C=1.[OH-].[Na+].Cl.[Cl-].[Na+], predict the reaction product. The product is: [CH3:1][N:2]1[C:7]([C:8]2[CH:9]=[N:10][CH:11]=[CH:12][CH:13]=2)=[N:5][N:4]=[C:3]1[SH:6]. (3) Given the reactants [Cl:1][C:2]1[N:7]=[C:6](Cl)[CH:5]=[CH:4][N:3]=1.[N+:9]([C:12]1[C:13]([CH3:19])=[CH:14][C:15]([OH:18])=[CH:16][CH:17]=1)([O-:11])=[O:10].[OH-].[Na+], predict the reaction product. The product is: [Cl:1][C:2]1[N:7]=[C:6]([O:18][C:15]2[CH:16]=[CH:17][C:12]([N+:9]([O-:11])=[O:10])=[C:13]([CH3:19])[CH:14]=2)[CH:5]=[CH:4][N:3]=1. (4) Given the reactants [CH:1]12[CH2:7][CH:4]([CH2:5][CH2:6]1)[CH2:3][CH:2]2[C:8]1[NH:12][C:11]2[C:13]([O:20][CH3:21])=[CH:14][CH:15]=[C:16]([C:17]([OH:19])=O)[C:10]=2[N:9]=1.[NH2:22][C@H:23]1[CH2:28][CH2:27][CH2:26][N:25]([C:29]([O:31][C:32]([CH3:35])([CH3:34])[CH3:33])=[O:30])[CH2:24]1, predict the reaction product. The product is: [CH:1]12[CH2:7][CH:4]([CH2:5][CH2:6]1)[CH2:3][CH:2]2[C:8]1[NH:12][C:11]2[C:13]([O:20][CH3:21])=[CH:14][CH:15]=[C:16]([C:17]([NH:22][C@H:23]3[CH2:28][CH2:27][CH2:26][N:25]([C:29]([O:31][C:32]([CH3:35])([CH3:34])[CH3:33])=[O:30])[CH2:24]3)=[O:19])[C:10]=2[N:9]=1. (5) Given the reactants [CH2:1]([C:5]1[N:6]=[C:7]([CH3:27])[NH:8][C:9](=[O:26])[C:10]=1[CH2:11][C:12]1[CH:17]=[CH:16][C:15]([C:18]2[C:19]([C:24]#[N:25])=[CH:20][CH:21]=[CH:22][CH:23]=2)=[CH:14][CH:13]=1)[CH2:2][CH2:3][CH3:4].[H-].[Na+].CN(C)C=O.[Cl:35][C:36]1[S:37][C:38]([CH2:41]Cl)=[CH:39][CH:40]=1, predict the reaction product. The product is: [CH2:1]([C:5]1[N:6]=[C:7]([CH3:27])[N:8]([CH2:41][C:38]2[S:37][C:36]([Cl:35])=[CH:40][CH:39]=2)[C:9](=[O:26])[C:10]=1[CH2:11][C:12]1[CH:17]=[CH:16][C:15]([C:18]2[C:19]([C:24]#[N:25])=[CH:20][CH:21]=[CH:22][CH:23]=2)=[CH:14][CH:13]=1)[CH2:2][CH2:3][CH3:4].